Dataset: Full USPTO retrosynthesis dataset with 1.9M reactions from patents (1976-2016). Task: Predict the reactants needed to synthesize the given product. (1) Given the product [Cl:19][C:5]1[C:4]2[C:9](=[CH:10][C:11]([CH2:13][CH3:14])=[N:12][C:3]=2[CH2:1][CH3:2])[NH:8][C:7](=[O:15])[CH:6]=1, predict the reactants needed to synthesize it. The reactants are: [CH2:1]([C:3]1[N:12]=[C:11]([CH2:13][CH3:14])[CH:10]=[C:9]2[C:4]=1[C:5](O)=[CH:6][C:7](=[O:15])[NH:8]2)[CH3:2].P(Cl)(Cl)([Cl:19])=O. (2) Given the product [CH2:1]([C:3]([CH2:8][OH:9])([CH2:6][OH:7])[CH2:4][CH3:5])[OH:2].[C:10]1(=[O:20])[O:15][C:13](=[O:14])[CH:12]2[CH2:16][CH2:17][CH2:18][CH2:19][CH:11]12, predict the reactants needed to synthesize it. The reactants are: [CH2:1]([C:3]([CH2:8][OH:9])([CH2:6][OH:7])[CH2:4][CH3:5])[OH:2].[C:10]1(=[O:20])[O:15][C:13](=[O:14])[CH:12]2[CH2:16][CH2:17][CH2:18][CH2:19][CH:11]12.[OH-].[K+]. (3) Given the product [Cl:1][C:2]1[CH:3]=[CH:4][C:5]([N:8]2[CH:12]=[C:11]([CH2:13][CH2:14][CH2:15][O:16][C:17]3[C:22]([CH2:23][CH3:24])=[CH:21][CH:20]=[CH:19][C:18]=3[CH2:25][C:26]([OH:28])=[O:27])[C:10]([CH:30]([CH2:31][CH3:32])[CH2:33][CH3:34])=[N:9]2)=[N:6][CH:7]=1, predict the reactants needed to synthesize it. The reactants are: [Cl:1][C:2]1[CH:3]=[CH:4][C:5]([N:8]2[CH:12]=[C:11]([CH2:13][CH2:14][CH2:15][O:16][C:17]3[C:22]([CH2:23][CH3:24])=[CH:21][CH:20]=[CH:19][C:18]=3[CH2:25][C:26]([O:28]C)=[O:27])[C:10]([CH:30]([CH2:33][CH3:34])[CH2:31][CH3:32])=[N:9]2)=[N:6][CH:7]=1.[OH-].[Na+].O1CCCC1.Cl. (4) Given the product [CH3:1][O:2][C:3]([C:5]1[CH:6]=[C:7]([C:19]2[CH:24]=[CH:23][CH:22]=[C:21]([C:25]#[N:26])[CH:20]=2)[C:8]([C:15]([F:16])([F:17])[F:18])=[CH:9][C:10]=1[NH2:11])=[O:4], predict the reactants needed to synthesize it. The reactants are: [CH3:1][O:2][C:3]([C:5]1[CH:6]=[C:7]([C:19]2[CH:24]=[CH:23][CH:22]=[C:21]([C:25]#[N:26])[CH:20]=2)[C:8]([C:15]([F:18])([F:17])[F:16])=[CH:9][C:10]=1[NH:11]C(=O)C)=[O:4].O.S(=O)(=O)(O)O. (5) Given the product [NH2:8][C:7]1[N:28]([CH2:23][CH3:24])[C:13]2[C:14]([C:15](=[O:16])[C:6]=1[C:5]([NH:4][CH3:3])=[O:9])=[CH:18][CH:19]=[C:20]([Cl:22])[N:21]=2, predict the reactants needed to synthesize it. The reactants are: [H-].[Na+].[CH3:3][NH:4][C:5](=[O:9])[CH2:6][C:7]#[N:8].NCC[C:13]1[N:21]=[C:20]([Cl:22])[CH:19]=[CH:18][C:14]=1[C:15](F)=[O:16].[C:23](O)(=O)[CH3:24].C[N:28](C=O)C. (6) The reactants are: [I-].[C:2]1(C([PH3+])(C2C=CC=CC=2)C2C=CC=CC=2)C=CC=CC=1.[H-].[Na+].[OH:24][C:25]1[CH:42]=[CH:41][C:40]2[C@:39]3([CH:43]=O)[C@H:30]([C@H:31]4[C@@:35]([CH2:37][CH2:38]3)([CH3:36])[CH2:34][C@H:33]([OH:45])[CH2:32]4)[CH2:29][CH2:28][C:27]=2[CH:26]=1.O. Given the product [CH:43]([C@:39]12[CH2:38][CH2:37][C@@:35]3([CH3:36])[C@@H:31]([CH2:32][C@@H:33]([OH:45])[CH2:34]3)[C@@H:30]1[CH2:29][CH2:28][C:27]1[CH:26]=[C:25]([OH:24])[CH:42]=[CH:41][C:40]2=1)=[CH2:2], predict the reactants needed to synthesize it.